This data is from Reaction yield outcomes from USPTO patents with 853,638 reactions. The task is: Predict the reaction yield, written as a fraction of the theoretical maximum amount of product (1.0 means a 100% yield; for example, 0.34 means a 34% yield). (1) The reactants are [OH:1][C:2]1[CH:9]=[CH:8][C:5]([C:6]#[N:7])=[CH:4][CH:3]=1.C(=O)([O-])[O-].[K+].[K+].[C:16]([O:20][C:21]([N:23]1[CH2:28][CH2:27][CH:26](OS(C2C=CC(C)=CC=2)(=O)=O)[CH2:25][CH2:24]1)=[O:22])([CH3:19])([CH3:18])[CH3:17]. The catalyst is CN(C)C=O. The product is [C:16]([O:20][C:21]([N:23]1[CH2:28][CH2:27][CH:26]([O:1][C:2]2[CH:9]=[CH:8][C:5]([C:6]#[N:7])=[CH:4][CH:3]=2)[CH2:25][CH2:24]1)=[O:22])([CH3:19])([CH3:17])[CH3:18]. The yield is 0.558. (2) The reactants are C(=O)([O-])[O-].[Cs+].[Cs+].[CH2:7]([O:9][C:10](=[O:28])[C:11]([CH3:27])([O:20][C:21]1[CH:26]=[CH:25][CH:24]=[CH:23][CH:22]=1)[CH2:12][C:13]1[CH:18]=[CH:17][C:16]([OH:19])=[CH:15][CH:14]=1)[CH3:8].[CH3:29][O:30][C:31]1[CH:67]=[CH:66][C:34]([CH2:35][N:36]2[CH:40]([CH2:41][CH2:42]OS(C3C=CC(C)=CC=3)(=O)=O)[CH2:39][N:38]([CH2:54][C:55]3[CH:60]=[CH:59][C:58]([C:61]([F:64])([F:63])[F:62])=[CH:57][CH:56]=3)[C:37]2=[O:65])=[CH:33][CH:32]=1. The catalyst is CN(C=O)C.C(OCC)(=O)C. The product is [CH2:7]([O:9][C:10](=[O:28])[C:11]([CH3:27])([O:20][C:21]1[CH:26]=[CH:25][CH:24]=[CH:23][CH:22]=1)[CH2:12][C:13]1[CH:18]=[CH:17][C:16]([O:19][CH2:42][CH2:41][CH:40]2[CH2:39][N:38]([CH2:54][C:55]3[CH:56]=[CH:57][C:58]([C:61]([F:64])([F:63])[F:62])=[CH:59][CH:60]=3)[C:37](=[O:65])[N:36]2[CH2:35][C:34]2[CH:33]=[CH:32][C:31]([O:30][CH3:29])=[CH:67][CH:66]=2)=[CH:15][CH:14]=1)[CH3:8]. The yield is 0.940.